Task: Predict which catalyst facilitates the given reaction.. Dataset: Catalyst prediction with 721,799 reactions and 888 catalyst types from USPTO (1) Product: [S:1]1[CH2:5][CH2:4][N:3]=[C:2]1[C:6]1[NH:7][C:8]2[C:13]([CH:14]=1)=[CH:12][CH:11]=[CH:10][C:9]=2[N:15]([S:24]([C:20]1[CH:21]=[CH:22][CH:23]=[C:18]([C:17]([F:16])([F:28])[F:29])[CH:19]=1)(=[O:26])=[O:25])[S:24]([C:20]1[CH:21]=[CH:22][CH:23]=[C:18]([C:17]([F:29])([F:28])[F:16])[CH:19]=1)(=[O:26])=[O:25]. Reactant: [S:1]1[CH2:5][CH2:4][N:3]=[C:2]1[C:6]1[NH:7][C:8]2[C:13]([CH:14]=1)=[CH:12][CH:11]=[CH:10][C:9]=2[NH2:15].[F:16][C:17]([F:29])([F:28])[C:18]1[CH:19]=[C:20]([S:24](Cl)(=[O:26])=[O:25])[CH:21]=[CH:22][CH:23]=1. The catalyst class is: 17. (2) Reactant: [CH3:1][C:2]1[N:11]=[CH:10][CH:9]=[CH:8][C:3]=1[C:4]([NH:6][CH3:7])=[O:5].C([N-]C(C)C)(C)C.[Li+].[CH3:20][O:21][C:22]1[CH:29]=[CH:28][C:25]([C:26]#N)=[CH:24][CH:23]=1.[O:30]1CCCC1. Product: [CH3:20][O:21][C:22]1[CH:29]=[CH:28][C:25]([C:26]([OH:30])=[CH:1][C:2]2[N:11]=[CH:10][CH:9]=[CH:8][C:3]=2[C:4]([NH:6][CH3:7])=[O:5])=[CH:24][CH:23]=1. The catalyst class is: 244. (3) Reactant: FC(F)(F)C(O)=O.C([SiH](CC)CC)C.[NH:15]1[C:23]2[C:18](=[CH:19][CH:20]=[CH:21][CH:22]=2)[CH:17]=[CH:16]1.CC(=O)OCC. Product: [NH:15]1[C:23]2[C:18](=[CH:19][CH:20]=[CH:21][CH:22]=2)[CH2:17][CH2:16]1. The catalyst class is: 4. (4) Reactant: [NH2:1][C:2]1[C:7]2[C:8]([C:11]3[CH:16]=[CH:15][C:14]([NH:17][C:18]([C:20]4[N:21]([CH3:29])[C:22]5[C:27]([CH:28]=4)=[CH:26][CH:25]=[CH:24][CH:23]=5)=[O:19])=[C:13]([O:30][CH3:31])[CH:12]=3)=[CH:9][S:10][C:6]=2[C:5]([C:32]([NH:34][CH2:35][CH:36]2[CH2:40][CH2:39][CH2:38][NH:37]2)=[O:33])=[CH:4][N:3]=1.Br[CH2:42][C:43]([NH2:45])=[O:44].[C:46](=[O:49])([O-])[O-:47].[K+].[K+]. Product: [C:32]([OH:33])(=[O:44])[CH3:5].[C:46]([OH:47])(=[O:49])[CH3:2].[C:43]([OH:44])(=[O:19])[CH3:42].[NH2:1][C:2]1[C:7]2[C:8]([C:11]3[CH:16]=[CH:15][C:14]([NH:17][C:18]([C:20]4[N:21]([CH3:29])[C:22]5[C:27]([CH:28]=4)=[CH:26][CH:25]=[CH:24][CH:23]=5)=[O:19])=[C:13]([O:30][CH3:31])[CH:12]=3)=[CH:9][S:10][C:6]=2[C:5]([C:32]([NH:34][CH2:35][CH:36]2[CH2:40][CH2:39][CH2:38][N:37]2[CH2:42][C:43]([NH2:45])=[O:44])=[O:33])=[CH:4][N:3]=1. The catalyst class is: 9.